This data is from Forward reaction prediction with 1.9M reactions from USPTO patents (1976-2016). The task is: Predict the product of the given reaction. (1) Given the reactants CC1(C)[O:6][C:5](=[CH:7][C:8]([N:10]([CH:12]([C:23]2[CH:28]=[CH:27][C:26]([F:29])=[CH:25][CH:24]=2)[C:13]2[CH:14]=[C:15]([CH:20]=[CH:21][CH:22]=2)[C:16]([NH:18][CH3:19])=[O:17])[CH3:11])=[O:9])[C:4](=[O:30])[O:3]1.N#N, predict the reaction product. The product is: [F:29][C:26]1[CH:27]=[CH:28][C:23]([CH:12]([N:10]([CH3:11])[C:8]([CH:7]=[C:5]([OH:6])[C:4]([OH:30])=[O:3])=[O:9])[C:13]2[CH:22]=[CH:21][CH:20]=[C:15]([C:16](=[O:17])[NH:18][CH3:19])[CH:14]=2)=[CH:24][CH:25]=1. (2) Given the reactants [Cl:1][C:2]1[C:3]([O:11][CH3:12])=[N:4][CH:5]=[CH:6][C:7]=1B(O)O.Cl[C:14]1[N:19]=[C:18]([NH2:20])[N:17]=[C:16]([NH:21][CH3:22])[CH:15]=1, predict the reaction product. The product is: [Cl:1][C:2]1[C:3]([O:11][CH3:12])=[N:4][CH:5]=[CH:6][C:7]=1[C:14]1[N:19]=[C:18]([NH2:20])[N:17]=[C:16]([NH:21][CH3:22])[CH:15]=1. (3) Given the reactants [CH3:1][O:2][C:3]1[N:8]=[N:7][C:6]([C:9]2[CH:17]=[CH:16][C:12]([C:13]([OH:15])=[O:14])=[CH:11][CH:10]=2)=[CH:5][CH:4]=1.OS(O)(=O)=O.[CH3:23]O, predict the reaction product. The product is: [CH3:23][O:14][C:13](=[O:15])[C:12]1[CH:16]=[CH:17][C:9]([C:6]2[N:7]=[N:8][C:3]([O:2][CH3:1])=[CH:4][CH:5]=2)=[CH:10][CH:11]=1.